Dataset: Catalyst prediction with 721,799 reactions and 888 catalyst types from USPTO. Task: Predict which catalyst facilitates the given reaction. (1) Reactant: [Cl:1][C:2]1[CH:3]=[C:4]([CH:25]=[CH:26][C:27]=1[O:28][CH3:29])[CH2:5][NH:6][C:7]1[C:12]([C:13]([OH:15])=O)=[CH:11][N:10]=[C:9]([N:16]2[CH2:24][C:23]3[C:18](=[N:19][CH:20]=[CH:21][CH:22]=3)[CH2:17]2)[N:8]=1.CN(C(ON1N=NC2C=CC=NC1=2)=[N+](C)C)C.F[P-](F)(F)(F)(F)F.CCN(C(C)C)C(C)C.[NH2:63][C@H:64]1[CH2:69][CH2:68][C@H:67]([OH:70])[CH2:66][CH2:65]1. Product: [OH:70][C@H:67]1[CH2:68][CH2:69][C@H:64]([NH:63][C:13]([C:12]2[C:7]([NH:6][CH2:5][C:4]3[CH:25]=[CH:26][C:27]([O:28][CH3:29])=[C:2]([Cl:1])[CH:3]=3)=[N:8][C:9]([N:16]3[CH2:24][C:23]4[C:18](=[N:19][CH:20]=[CH:21][CH:22]=4)[CH2:17]3)=[N:10][CH:11]=2)=[O:15])[CH2:65][CH2:66]1. The catalyst class is: 18. (2) Reactant: Cl[C:2]([C:4]1[CH:9]=[C:8]([CH3:10])[C:7]([O:11][C:12](=[O:14])[CH3:13])=[C:6]([CH3:15])[CH:5]=1)=[O:3].[NH2:16][C:17]1[C:22]([C:23](O)=[O:24])=[CH:21][N:20]=[CH:19][CH:18]=1.N1C=CC=CC=1. Product: [CH3:10][C:8]1[CH:9]=[C:4]([C:2]2[O:3][C:23](=[O:24])[C:22]3[CH:21]=[N:20][CH:19]=[CH:18][C:17]=3[N:16]=2)[CH:5]=[C:6]([CH3:15])[C:7]=1[O:11][C:12](=[O:14])[CH3:13]. The catalyst class is: 2. (3) Reactant: [CH2:1]([O:3][C:4](=[O:8])[C:5](Cl)=[O:6])[CH3:2].[CH:9]([NH:12][C:13]1[C:18]([C:19]([NH:21][NH2:22])=[O:20])=[CH:17][N:16]=[C:15]([C:23]2[CH:28]=[CH:27][CH:26]=[C:25]([C:29]3[CH:30]=[N:31][N:32]([CH3:34])[CH:33]=3)[CH:24]=2)[N:14]=1)([CH3:11])[CH3:10]. Product: [CH2:1]([O:3][C:4](=[O:8])[C:5]([NH:22][NH:21][C:19]([C:18]1[C:13]([NH:12][CH:9]([CH3:11])[CH3:10])=[N:14][C:15]([C:23]2[CH:28]=[CH:27][CH:26]=[C:25]([C:29]3[CH:30]=[N:31][N:32]([CH3:34])[CH:33]=3)[CH:24]=2)=[N:16][CH:17]=1)=[O:20])=[O:6])[CH3:2]. The catalyst class is: 2. (4) Reactant: [CH:1]([C:3]1[CH:8]=[CH:7][CH:6]=[CH:5][C:4]=1[C:9]1[CH:34]=[CH:33][C:12]([CH2:13][C:14]23[C:22](=[O:23])[N:21]([C:24]4[CH:29]=[C:28]([Cl:30])[CH:27]=[C:26]([Cl:31])[CH:25]=4)[C:20](=[O:32])N2C[CH2:17][CH2:16][CH2:15]3)=[CH:11][CH:10]=1)=[O:2].[C-:35]#[N:36].[Na+].[CH3:38][OH:39]. Product: [CH3:38][O:39][C:1]([C:3]1[CH:8]=[CH:7][CH:6]=[CH:5][C:4]=1[C:9]1[CH:10]=[CH:11][C:12]([CH2:13][C:14]23[C:22](=[O:23])[N:21]([C:24]4[CH:29]=[C:28]([Cl:30])[CH:27]=[C:26]([Cl:31])[CH:25]=4)[C:20](=[O:32])[N:36]2[CH2:35][CH2:17][CH2:16][CH2:15]3)=[CH:33][CH:34]=1)=[O:2]. The catalyst class is: 697.